This data is from Full USPTO retrosynthesis dataset with 1.9M reactions from patents (1976-2016). The task is: Predict the reactants needed to synthesize the given product. (1) Given the product [Br:1][C:7]1[C:6]([OH:10])=[CH:5][C:4]([Cl:3])=[CH:9][N:8]=1, predict the reactants needed to synthesize it. The reactants are: [Br:1]Br.[Cl:3][C:4]1[CH:5]=[C:6]([OH:10])[CH:7]=[N:8][CH:9]=1.Cl. (2) Given the product [NH2:1][C:3]1[C:4]2[C:11]([I:12])=[CH:10][N:9]([C@H:13]3[CH2:16][C@H:15]([CH2:17][OH:18])[CH2:14]3)[C:5]=2[N:6]=[CH:7][N:8]=1, predict the reactants needed to synthesize it. The reactants are: [NH3:1].Cl[C:3]1[C:4]2[C:11]([I:12])=[CH:10][N:9]([C@H:13]3[CH2:16][C@H:15]([CH2:17][OH:18])[CH2:14]3)[C:5]=2[N:6]=[CH:7][N:8]=1.C(=O)=O.CC(C)=O.